From a dataset of Forward reaction prediction with 1.9M reactions from USPTO patents (1976-2016). Predict the product of the given reaction. (1) The product is: [CH3:42][N:43]([CH3:51])[C:44]1[CH:49]=[CH:48][C:47]([NH:50][C:28]([C:24]2[C:23]([CH3:31])=[C:22]([CH:20]=[O:21])[NH:26][C:25]=2[CH3:27])=[O:30])=[CH:46][CH:45]=1. Given the reactants Cl.C(N=C=NCCCN(C)C)C.C(N(CC)CC)C.[CH:20]([C:22]1[NH:26][C:25]([CH3:27])=[C:24]([C:28]([OH:30])=O)[C:23]=1[CH3:31])=[O:21].ON1C2C=CC=CC=2N=N1.[CH3:42][N:43]([CH3:51])[C:44]1[CH:49]=[CH:48][C:47]([NH2:50])=[CH:46][CH:45]=1, predict the reaction product. (2) Given the reactants [NH2:1][C:2]1[CH:10]=[CH:9][CH:8]=[C:7]2[C:3]=1[C:4](=[O:20])[N:5]([CH:12]1[CH2:17][CH2:16][C:15](=[O:18])[NH:14][C:13]1=[O:19])[C:6]2=[O:11].[C:21]1([CH2:27][C:28](Cl)=[O:29])[CH:26]=[CH:25][CH:24]=[CH:23][CH:22]=1, predict the reaction product. The product is: [O:19]=[C:13]1[CH:12]([N:5]2[C:4](=[O:20])[C:3]3[C:7](=[CH:8][CH:9]=[CH:10][C:2]=3[NH:1][C:28](=[O:29])[CH2:27][C:21]3[CH:26]=[CH:25][CH:24]=[CH:23][CH:22]=3)[C:6]2=[O:11])[CH2:17][CH2:16][C:15](=[O:18])[NH:14]1. (3) Given the reactants Cl.[CH3:2][C:3]1([CH3:15])[CH2:7][C:6]2([CH2:12][CH2:11][CH:10]([NH:13][NH2:14])[CH2:9][CH2:8]2)[O:5][CH2:4]1.C[O:17][CH:18](OC)[C:19](=O)/[CH:20]=[CH:21]/N(C)C, predict the reaction product. The product is: [CH3:2][C:3]1([CH3:15])[CH2:7][C:6]2([CH2:12][CH2:11][CH:10]([N:13]3[C:19]([CH:18]=[O:17])=[CH:20][CH:21]=[N:14]3)[CH2:9][CH2:8]2)[O:5][CH2:4]1.